This data is from Full USPTO retrosynthesis dataset with 1.9M reactions from patents (1976-2016). The task is: Predict the reactants needed to synthesize the given product. Given the product [C:13]1([CH:11]([C:9]2[NH:8][C:7]3=[CH:2][N:3]=[CH:4][CH:5]=[C:6]3[CH:10]=2)[OH:12])[CH:14]=[CH:15][CH:16]=[CH:17][CH:18]=1, predict the reactants needed to synthesize it. The reactants are: Cl[C:2]1[N:3]=[CH:4][CH:5]=[C:6]2[CH:10]=[C:9]([CH:11]([C:13]3[CH:18]=[CH:17][CH:16]=[CH:15][CH:14]=3)[OH:12])[NH:8][C:7]=12.C([O-])=O.[NH4+].